The task is: Regression/Classification. Given a drug SMILES string, predict its toxicity properties. Task type varies by dataset: regression for continuous values (e.g., LD50, hERG inhibition percentage) or binary classification for toxic/non-toxic outcomes (e.g., AMES mutagenicity, cardiotoxicity, hepatotoxicity). Dataset: herg_karim.. This data is from hERG potassium channel inhibition data for cardiac toxicity prediction from Karim et al.. (1) The compound is C#C[C@H]1CC[C@@H](C#N)N1C(=O)CNC1(C)CCN(c2cc(C(=O)O)ccn2)CC1. The result is 0 (non-blocker). (2) The drug is CCCc1nc2cc3c(cc2o1)CCN(CCCSc1nnc(-c2cccc4nc(C)ccc24)n1C)CC3. The result is 1 (blocker). (3) The drug is Cc1ccccc1-n1nc(-c2c(-c3ccc(F)cc3)nn3c2NC[C@@H](CO)C3)ccc1=O. The result is 0 (non-blocker). (4) The compound is Fc1c(Cn2ccc3c(OC4CCN(Cc5cscn5)CC4)ncnc32)cccc1C(F)(F)F. The result is 1 (blocker). (5) The drug is CC1CN(C(=O)c2ccccc2)CCN1C(=O)C(=O)c1c[nH]c2ccncc12. The result is 0 (non-blocker). (6) The molecule is CS(=O)(=O)c1ccc(-c2cnn3ccc(-c4cccc(S(C)(=O)=O)c4)cc23)cc1. The result is 0 (non-blocker). (7) The drug is Cc1ccccc1C(=O)N(CC1CCC1)[C@H]1CCNC1. The result is 0 (non-blocker).